Dataset: Retrosynthesis with 50K atom-mapped reactions and 10 reaction types from USPTO. Task: Predict the reactants needed to synthesize the given product. (1) Given the product COC(=O)c1ccc(C#CC(O)c2ccc3c(c2)C(C)(C)CCC3(C)C)cc1O, predict the reactants needed to synthesize it. The reactants are: COC(=O)c1ccc(C#CC(=O)c2ccc3c(c2)C(C)(C)CCC3(C)C)cc1O. (2) The reactants are: COC(=O)C1(CO)CN(C(=O)OC(C)(C)C)CCO1.Cc1ccc(S(=O)(=O)Cl)cc1. Given the product COC(=O)C1(COS(=O)(=O)c2ccc(C)cc2)CN(C(=O)OC(C)(C)C)CCO1, predict the reactants needed to synthesize it. (3) Given the product COc1ccc(COC(=O)C2CCC(OC(=O)[C@@H](NC(=O)OCc3ccccc3)C(C)C)CC2)cc1, predict the reactants needed to synthesize it. The reactants are: CC(C)[C@H](NC(=O)OCc1ccccc1)C(=O)O.COc1ccc(COC(=O)C2CCC(O)CC2)cc1. (4) Given the product Cc1cc(C)c(S(=O)(=O)N(CCCCCBr)c2c3ccccc3nc3ccccc23)c(C)c1, predict the reactants needed to synthesize it. The reactants are: BrCCCCCBr.Cc1cc(C)c(S(=O)(=O)Nc2c3ccccc3nc3ccccc23)c(C)c1. (5) Given the product COc1ccc2c(c1)CCn1c-2cc(NCCN2CCCC2)nc1=O, predict the reactants needed to synthesize it. The reactants are: COc1ccc2c(c1)CCn1c-2cc(Cl)nc1=O.NCCN1CCCC1. (6) Given the product CC(C)(F)c1ccn2c(-c3ccc(F)c(-c4ccccc4C#N)c3)cnc2n1, predict the reactants needed to synthesize it. The reactants are: CC(C)(F)c1ccn2c(Br)cnc2n1.CC1(C)OB(c2ccc(F)c(-c3ccccc3C#N)c2)OC1(C)C.